Dataset: NCI-60 drug combinations with 297,098 pairs across 59 cell lines. Task: Regression. Given two drug SMILES strings and cell line genomic features, predict the synergy score measuring deviation from expected non-interaction effect. (1) Drug 1: CCC1=CC2CC(C3=C(CN(C2)C1)C4=CC=CC=C4N3)(C5=C(C=C6C(=C5)C78CCN9C7C(C=CC9)(C(C(C8N6C)(C(=O)OC)O)OC(=O)C)CC)OC)C(=O)OC.C(C(C(=O)O)O)(C(=O)O)O. Drug 2: CC(C)CN1C=NC2=C1C3=CC=CC=C3N=C2N. Cell line: SK-MEL-28. Synergy scores: CSS=39.5, Synergy_ZIP=0.692, Synergy_Bliss=1.87, Synergy_Loewe=-12.8, Synergy_HSA=1.01. (2) Drug 1: CC1=C(C=C(C=C1)C(=O)NC2=CC(=CC(=C2)C(F)(F)F)N3C=C(N=C3)C)NC4=NC=CC(=N4)C5=CN=CC=C5. Drug 2: B(C(CC(C)C)NC(=O)C(CC1=CC=CC=C1)NC(=O)C2=NC=CN=C2)(O)O. Cell line: NCI-H522. Synergy scores: CSS=13.0, Synergy_ZIP=2.06, Synergy_Bliss=-0.830, Synergy_Loewe=-43.4, Synergy_HSA=-4.73. (3) Drug 2: COCCOC1=C(C=C2C(=C1)C(=NC=N2)NC3=CC=CC(=C3)C#C)OCCOC.Cl. Synergy scores: CSS=11.5, Synergy_ZIP=3.19, Synergy_Bliss=9.22, Synergy_Loewe=-1.51, Synergy_HSA=4.75. Drug 1: CC1=C(C=C(C=C1)NC(=O)C2=CC=C(C=C2)CN3CCN(CC3)C)NC4=NC=CC(=N4)C5=CN=CC=C5. Cell line: HCT116. (4) Drug 1: C1=C(C(=O)NC(=O)N1)N(CCCl)CCCl. Drug 2: CC=C1C(=O)NC(C(=O)OC2CC(=O)NC(C(=O)NC(CSSCCC=C2)C(=O)N1)C(C)C)C(C)C. Cell line: BT-549. Synergy scores: CSS=61.6, Synergy_ZIP=5.12, Synergy_Bliss=5.97, Synergy_Loewe=-11.0, Synergy_HSA=8.36. (5) Drug 1: C1C(C(OC1N2C=C(C(=O)NC2=O)F)CO)O. Drug 2: CC=C1C(=O)NC(C(=O)OC2CC(=O)NC(C(=O)NC(CSSCCC=C2)C(=O)N1)C(C)C)C(C)C. Cell line: SF-295. Synergy scores: CSS=57.4, Synergy_ZIP=-6.69, Synergy_Bliss=-2.78, Synergy_Loewe=-22.7, Synergy_HSA=-0.0635. (6) Drug 1: C1=NC2=C(N=C(N=C2N1C3C(C(C(O3)CO)O)O)F)N. Drug 2: C1=NC2=C(N1)C(=S)N=CN2. Cell line: MOLT-4. Synergy scores: CSS=76.0, Synergy_ZIP=-1.07, Synergy_Bliss=-1.23, Synergy_Loewe=-2.96, Synergy_HSA=0.299. (7) Drug 1: CC12CCC(CC1=CCC3C2CCC4(C3CC=C4C5=CN=CC=C5)C)O. Drug 2: CCC1(CC2CC(C3=C(CCN(C2)C1)C4=CC=CC=C4N3)(C5=C(C=C6C(=C5)C78CCN9C7C(C=CC9)(C(C(C8N6C)(C(=O)OC)O)OC(=O)C)CC)OC)C(=O)OC)O.OS(=O)(=O)O. Cell line: OVCAR-4. Synergy scores: CSS=27.2, Synergy_ZIP=-5.91, Synergy_Bliss=-0.523, Synergy_Loewe=-9.94, Synergy_HSA=1.32.